From a dataset of hERG potassium channel inhibition data for cardiac toxicity prediction from Karim et al.. Regression/Classification. Given a drug SMILES string, predict its toxicity properties. Task type varies by dataset: regression for continuous values (e.g., LD50, hERG inhibition percentage) or binary classification for toxic/non-toxic outcomes (e.g., AMES mutagenicity, cardiotoxicity, hepatotoxicity). Dataset: herg_karim. (1) The compound is CCSc1ccccc1C(=O)N(CC1CCC1)C1CCNC1. The result is 1 (blocker). (2) The compound is Clc1ccccc1-c1ncccc1CC(c1cccnc1)c1cccnc1Cl. The result is 0 (non-blocker).